Dataset: Forward reaction prediction with 1.9M reactions from USPTO patents (1976-2016). Task: Predict the product of the given reaction. Given the reactants [CH3:1][S:2](Cl)(=[O:4])=[O:3].[NH2:6][CH2:7][CH2:8][O:9][C:10]1[N:15]=[C:14]([C:16]([NH:18][O:19][CH3:20])=[O:17])[CH:13]=[C:12]([N:21]2[CH2:26][CH2:25][CH:24]([NH:27][C:28]([C:30]3[NH:31][C:32]([CH3:37])=[C:33]([Cl:36])[C:34]=3[Cl:35])=[O:29])[CH2:23][CH2:22]2)[N:11]=1, predict the reaction product. The product is: [Cl:35][C:34]1[C:33]([Cl:36])=[C:32]([CH3:37])[NH:31][C:30]=1[C:28]([NH:27][CH:24]1[CH2:23][CH2:22][N:21]([C:12]2[N:11]=[C:10]([O:9][CH2:8][CH2:7][NH:6][S:2]([CH3:1])(=[O:4])=[O:3])[N:15]=[C:14]([C:16]([NH:18][O:19][CH3:20])=[O:17])[CH:13]=2)[CH2:26][CH2:25]1)=[O:29].